From a dataset of Full USPTO retrosynthesis dataset with 1.9M reactions from patents (1976-2016). Predict the reactants needed to synthesize the given product. (1) Given the product [F:13][C:14]([F:21])([F:20])[C:15]([NH:1][CH2:2][CH2:3][CH:4]([OH:5])[C:6]1[CH:11]=[CH:10][CH:9]=[C:8]([I:12])[CH:7]=1)=[O:16], predict the reactants needed to synthesize it. The reactants are: [NH2:1][CH2:2][CH2:3][CH:4]([C:6]1[CH:11]=[CH:10][CH:9]=[C:8]([I:12])[CH:7]=1)[OH:5].[F:13][C:14]([F:21])([F:20])[C:15](OCC)=[O:16].C(N(CC)CC)C. (2) Given the product [F:1][C:2]1[CH:7]=[CH:6][C:5]([NH:8][C:26]([C:22]2[S:21][CH:25]=[CH:24][CH:23]=2)=[O:27])=[CH:4][C:3]=1[N+:9]([O-:11])=[O:10], predict the reactants needed to synthesize it. The reactants are: [F:1][C:2]1[CH:7]=[CH:6][C:5]([NH2:8])=[CH:4][C:3]=1[N+:9]([O-:11])=[O:10].CCN(C(C)C)C(C)C.[S:21]1[CH:25]=[CH:24][CH:23]=[C:22]1[C:26](Cl)=[O:27].O. (3) Given the product [CH3:1][O:2][C:3]1[CH:4]=[CH:5][C:6]([CH2:7][N:8]2[C:17]3[C:12](=[N:13][CH:14]=[C:15]([N:18]4[CH2:21][C:20](=[O:22])[CH2:19]4)[CH:16]=3)[CH:11]=[CH:10][C:9]2=[O:23])=[CH:24][CH:25]=1, predict the reactants needed to synthesize it. The reactants are: [CH3:1][O:2][C:3]1[CH:25]=[CH:24][C:6]([CH2:7][N:8]2[C:17]3[C:12](=[N:13][CH:14]=[C:15]([N:18]4[CH2:21][CH:20]([OH:22])[CH2:19]4)[CH:16]=3)[CH:11]=[CH:10][C:9]2=[O:23])=[CH:5][CH:4]=1.CCN(CC)CC.S(=O)(=O)=O.N1C=CC=CC=1.C(Cl)Cl.CO. (4) Given the product [CH2:15]([NH:14][CH:12]([CH3:13])[CH2:11][CH2:10][OH:9])[C:16]1[CH:21]=[CH:20][CH:19]=[CH:18][CH:17]=1, predict the reactants needed to synthesize it. The reactants are: [H-].[Al+3].[Li+].[H-].[H-].[H-].C([O:9][C:10](=O)[CH2:11][CH:12]([NH:14][CH2:15][C:16]1[CH:21]=[CH:20][CH:19]=[CH:18][CH:17]=1)[CH3:13])C.S([O-])([O-])(=O)=O.[Na+].[Na+]. (5) Given the product [CH2:15]([O:22][C:23]1[C:28]([CH2:29][CH3:30])=[CH:27][C:26]([C:2]2[CH:7]=[CH:6][CH:5]=[C:4]([N:8]3[C:12]([CH3:13])=[CH:11][CH:10]=[C:9]3[CH3:14])[N:3]=2)=[C:25]([O:34][CH3:35])[CH:24]=1)[C:16]1[CH:17]=[CH:18][CH:19]=[CH:20][CH:21]=1, predict the reactants needed to synthesize it. The reactants are: Br[C:2]1[CH:7]=[CH:6][CH:5]=[C:4]([N:8]2[C:12]([CH3:13])=[CH:11][CH:10]=[C:9]2[CH3:14])[N:3]=1.[CH2:15]([O:22][C:23]1[C:28]([CH2:29][CH3:30])=[CH:27][C:26](B(O)O)=[C:25]([O:34][CH3:35])[CH:24]=1)[C:16]1[CH:21]=[CH:20][CH:19]=[CH:18][CH:17]=1.C(=O)([O-])[O-].[Na+].[Na+]. (6) Given the product [CH:10]([O:9][C:5]1[C:6]([CH3:8])=[CH:7][C:2]([C:19]([OH:21])=[O:20])=[C:3]([CH3:13])[CH:4]=1)([CH3:12])[CH3:11], predict the reactants needed to synthesize it. The reactants are: I[C:2]1[CH:7]=[C:6]([CH3:8])[C:5]([O:9][CH:10]([CH3:12])[CH3:11])=[CH:4][C:3]=1[CH3:13].[Li]CCCC.[C:19](=[O:21])=[O:20].Cl. (7) Given the product [Br:1][C:2]1[C:3]([F:18])=[C:4]2[C:5](=[CH:13][CH:14]=1)[C:6](=[O:7])[O:17][CH2:16][CH2:15]2, predict the reactants needed to synthesize it. The reactants are: [Br:1][C:2]1[CH:14]=[CH:13][C:5]([C:6](NC(C)(C)C)=[O:7])=[C:4]([CH2:15][CH2:16][OH:17])[C:3]=1[F:18].CC1C=CC(S(O)(=O)=O)=CC=1.C1COCC1.